This data is from Reaction yield outcomes from USPTO patents with 853,638 reactions. The task is: Predict the reaction yield, written as a fraction of the theoretical maximum amount of product (1.0 means a 100% yield; for example, 0.34 means a 34% yield). (1) The reactants are [S:1]1[CH:5]=[CH:4][C:3]([N:6]2[C:14]3[C:9](=[CH:10][CH:11]=[CH:12][CH:13]=3)[C:8](=O)[C:7]2=[O:16])=[CH:2]1.[NH2:17][C:18]1[CH:23]=[CH:22][C:21]([CH3:24])=[CH:20][CH:19]=1. The catalyst is CC(O)=O.CO. The product is [CH3:24][C:21]1[CH:22]=[CH:23][C:18](/[N:17]=[C:8]2/[C:7](=[O:16])[N:6]([C:3]3[CH:4]=[CH:5][S:1][CH:2]=3)[C:14]3[C:9]/2=[CH:10][CH:11]=[CH:12][CH:13]=3)=[CH:19][CH:20]=1. The yield is 0.500. (2) The reactants are [CH3:1][O:2][C:3]1[CH:4]=[C:5]2[C:10](=[CH:11][CH:12]=1)[CH:9]=[C:8]([C:13]1[C:21]3[C:16](=[CH:17][CH:18]=[C:19]([C:22]#[N:23])[CH:20]=3)[NH:15][N:14]=1)[CH:7]=[CH:6]2.[OH:24]O.[OH-].[Na+].Cl. The catalyst is O.C(O)C. The product is [CH3:1][O:2][C:3]1[CH:4]=[C:5]2[C:10](=[CH:11][CH:12]=1)[CH:9]=[C:8]([C:13]1[C:21]3[C:16](=[CH:17][CH:18]=[C:19]([C:22]([NH2:23])=[O:24])[CH:20]=3)[NH:15][N:14]=1)[CH:7]=[CH:6]2. The yield is 0.200. (3) The reactants are [F:1][C:2]([F:26])([F:25])[CH:3]([C:16]1[CH:21]=[C:20]([Cl:22])[C:19]([Cl:23])=[C:18]([Cl:24])[CH:17]=1)/[CH:4]=[CH:5]/[C:6]1[CH:7]=[C:8]2[C:12](=[CH:13][CH:14]=1)[CH:11]([NH2:15])[CH2:10][CH2:9]2.[F:27][C:28]([F:34])([F:33])[CH2:29][C:30](O)=[O:31].CCN=C=NCCCN(C)C.Cl.C1C=CC2N(O)N=NC=2C=1.O.CCN(C(C)C)C(C)C. The catalyst is C(Cl)Cl. The product is [F:27][C:28]([F:34])([F:33])[CH2:29][C:30]([NH:15][CH:11]1[C:12]2[C:8](=[CH:7][C:6](/[CH:5]=[CH:4]/[CH:3]([C:16]3[CH:17]=[C:18]([Cl:24])[C:19]([Cl:23])=[C:20]([Cl:22])[CH:21]=3)[C:2]([F:1])([F:25])[F:26])=[CH:14][CH:13]=2)[CH2:9][CH2:10]1)=[O:31]. The yield is 0.650.